The task is: Predict the product of the given reaction.. This data is from Forward reaction prediction with 1.9M reactions from USPTO patents (1976-2016). (1) The product is: [Br:15][C:13]1[N:14]=[C:9]([O:5][CH2:4][CH:1]2[CH2:3][CH2:2]2)[C:10]([NH2:16])=[N:11][CH:12]=1. Given the reactants [CH:1]1([CH2:4][OH:5])[CH2:3][CH2:2]1.[H-].[Na+].Br[C:9]1[C:10]([NH2:16])=[N:11][CH:12]=[C:13]([Br:15])[N:14]=1, predict the reaction product. (2) Given the reactants N(C(OCCOC)=O)=NC(OCCOC)=O.[CH3:17][C:18]1[CH:23]=[C:22]([N+:24]([O-:26])=[O:25])[C:21]([CH3:27])=[CH:20][C:19]=1[OH:28].[CH2:29]([CH:32]1[CH2:34][CH:33]1[CH2:35]O)[CH2:30][CH3:31].C1(P(C2C=CC=CC=2)C2C=CC=CC=2)C=CC=CC=1.C(=O)(O)[O-].[Na+], predict the reaction product. The product is: [CH3:17][C:18]1[CH:23]=[C:22]([N+:24]([O-:26])=[O:25])[C:21]([CH3:27])=[CH:20][C:19]=1[O:28][CH2:35][CH:33]1[CH2:34][CH:32]1[CH2:29][CH2:30][CH3:31]. (3) Given the reactants [CH2:1]([C@@:8]1([O:14][C@H:13]([CH2:15][O:16][C:17](=[O:22])[C:18]([CH3:21])([CH3:20])[CH3:19])[C@H:12]([CH2:23][OH:24])[C@@:10]1([CH2:25][O:26][CH3:27])[OH:11])[OH:9])[C:2]1[CH:7]=[CH:6][CH:5]=[CH:4][CH:3]=1.N1C=CN=C1.[Si:33](Cl)([C:36]([CH3:39])([CH3:38])[CH3:37])([CH3:35])[CH3:34], predict the reaction product. The product is: [CH2:1]([C@@:8]1([O:14][C@H:13]([CH2:15][O:16][C:17](=[O:22])[C:18]([CH3:21])([CH3:20])[CH3:19])[C@H:12]([CH2:23][O:24][Si:33]([C:36]([CH3:39])([CH3:38])[CH3:37])([CH3:35])[CH3:34])[C@@:10]1([CH2:25][O:26][CH3:27])[OH:11])[OH:9])[C:2]1[CH:7]=[CH:6][CH:5]=[CH:4][CH:3]=1. (4) Given the reactants C([C:3]1[CH:18]=[C:17]([C:19](=[NH:22])[NH:20][OH:21])[CH:16]=[C:15](C)[C:4]=1[O:5][CH2:6][C@@H:7]([OH:14])[CH2:8][NH:9][C:10](=[O:13])[CH2:11][OH:12])C.O[C:25]1C=CC(C#N)=C(C)C=1, predict the reaction product. The product is: [OH:12][CH2:11][C:10]([NH:9][CH2:8][C@H:7]([OH:14])[CH2:6][O:5][C:4]1[CH:3]=[CH:18][C:17]([C:19](=[NH:22])[NH:20][OH:21])=[C:16]([CH3:25])[CH:15]=1)=[O:13]. (5) Given the reactants [CH:1]1[CH:2]=[CH:3][C:4]2[N:9]([OH:10])[N:8]=[N:7][C:5]=2[CH:6]=1.[CH3:11][N:12]([CH3:15])C=O, predict the reaction product. The product is: [CH2:1]1[CH2:2][CH2:3][CH:11]([N:12]=[C:15]=[N:7][CH:5]2[CH2:4][CH2:3][CH2:2][CH2:1][CH2:6]2)[CH2:5][CH2:6]1.[CH:1]1[CH:2]=[CH:3][C:4]2[N:9]([OH:10])[N:8]=[N:7][C:5]=2[CH:6]=1. (6) Given the reactants [NH2:1][C:2]1[C:10]([S:11]CC2C=CC(OC)=CC=2)=[CH:9][C:5]([C:6]([O-:8])=[O:7])=[C:4]([NH:21][C:22]2[CH:27]=[CH:26][CH:25]=[CH:24][C:23]=2[F:28])[C:3]=1[F:29].[C:30](O)(C(F)(F)F)=O.C(O)=O.C(C(O)=O)CCCC, predict the reaction product. The product is: [NH2:1][C:2]1[C:10]([SH:11])=[CH:9][C:5]([C:6]([O:8][CH3:30])=[O:7])=[C:4]([NH:21][C:22]2[CH:27]=[CH:26][CH:25]=[CH:24][C:23]=2[F:28])[C:3]=1[F:29]. (7) Given the reactants [H-].[Na+].[CH2:3]([OH:7])[CH2:4][CH2:5][CH3:6].[NH2:8][C:9]1[N:10]=[C:11]([C:29]2[CH:34]=[CH:33][CH:32]=[CH:31][CH:30]=2)[C:12]([C:19]2[CH:20]=[CH:21][C:22](=[O:28])[N:23]([CH:25]([CH3:27])[CH3:26])[N:24]=2)=[N:13][C:14]=1S(C)(=O)=O.Cl, predict the reaction product. The product is: [NH2:8][C:9]1[N:10]=[C:11]([C:29]2[CH:30]=[CH:31][CH:32]=[CH:33][CH:34]=2)[C:12]([C:19]2[CH:20]=[CH:21][C:22](=[O:28])[N:23]([CH:25]([CH3:27])[CH3:26])[N:24]=2)=[N:13][C:14]=1[O:7][CH2:3][CH2:4][CH2:5][CH3:6].